From a dataset of Forward reaction prediction with 1.9M reactions from USPTO patents (1976-2016). Predict the product of the given reaction. (1) Given the reactants FC1C=CC(N(C2C=CC(N[C:24]3[CH:29]=[CH:28][N:27]=[C:26]4[NH:30][CH:31]=[CH:32][C:25]=34)=CC=2)C(C2(C(N)=O)CC2)=O)=CC=1.[CH3:33][C:34](C)([O-:36])C.[K+].[N+:39]([C:42]1[CH:48]=[CH:47][C:45]([NH2:46])=[CH:44][CH:43]=1)([O-:41])=[O:40].CN(C)[CH:51]=[O:52], predict the reaction product. The product is: [N+:39]([C:42]1[CH:48]=[CH:47][C:45]([NH:46][C:24]2[CH:29]=[CH:28][N:27]=[C:26]3[NH:30][C:31]([C:51]([O:36][CH2:34][CH3:33])=[O:52])=[CH:32][C:25]=23)=[CH:44][CH:43]=1)([O-:41])=[O:40]. (2) Given the reactants C1(C)C=CC(S([O-])(=O)=O)=CC=1.[NH+]1C=CC=CC=1.O1CCCCC1[O:24][CH2:25][CH2:26][N:27]1[CH:32]=[CH:31][C:30]2[CH:33]=[CH:34][O:35][C:29]=2[C:28]1=[O:36].C(=O)([O-])O.[Na+], predict the reaction product. The product is: [OH:24][CH2:25][CH2:26][N:27]1[CH:32]=[CH:31][C:30]2[CH:33]=[CH:34][O:35][C:29]=2[C:28]1=[O:36]. (3) Given the reactants [Cl:1][C:2]1[CH:18]=[CH:17][CH:16]=[CH:15][C:3]=1[CH2:4][NH:5][C:6]([C:8]1([C:11](OC)=[O:12])[CH2:10][CH2:9]1)=[O:7].[BH4-].[Na+], predict the reaction product. The product is: [Cl:1][C:2]1[CH:18]=[CH:17][CH:16]=[CH:15][C:3]=1[CH2:4][NH:5][C:6]([C:8]1([CH2:11][OH:12])[CH2:9][CH2:10]1)=[O:7]. (4) Given the reactants [As](C1C=CC=CC=1)(C1C=CC=CC=1)C1C=CC=CC=1.[Li+].[Cl-].[CH3:22][O:23][C:24]([C:26]1[CH:27]2[N:41]([CH3:42])[CH:30]([CH2:31][C:32]=1OS(C(F)(F)F)(=O)=O)[CH2:29][CH2:28]2)=[O:25].C[Sn]([Re:47]([CH:54]1[CH:58]=[CH:57][CH:56]=[CH:55]1)(=[C:52]=[O:53])(=[C:50]=[O:51])=[C:48]=[O:49])(C)C, predict the reaction product. The product is: [C:24]([C:26]1[C@@H:27]2[N:41]([CH3:42])[C@H:30]([CH2:31][C:32]=1[Re:47](=[C:50]=[O:51])(=[C:48]=[O:49])(=[C:52]=[O:53])[CH:54]1[CH:55]=[CH:56][CH:57]=[CH:58]1)[CH2:29][CH2:28]2)([O:23][CH3:22])=[O:25].